This data is from NCI-60 drug combinations with 297,098 pairs across 59 cell lines. The task is: Regression. Given two drug SMILES strings and cell line genomic features, predict the synergy score measuring deviation from expected non-interaction effect. (1) Drug 1: CCCCC(=O)OCC(=O)C1(CC(C2=C(C1)C(=C3C(=C2O)C(=O)C4=C(C3=O)C=CC=C4OC)O)OC5CC(C(C(O5)C)O)NC(=O)C(F)(F)F)O. Drug 2: C1CNP(=O)(OC1)N(CCCl)CCCl. Cell line: MALME-3M. Synergy scores: CSS=7.42, Synergy_ZIP=-6.84, Synergy_Bliss=-6.08, Synergy_Loewe=-18.4, Synergy_HSA=-6.84. (2) Drug 1: CC1=CC2C(CCC3(C2CCC3(C(=O)C)OC(=O)C)C)C4(C1=CC(=O)CC4)C. Drug 2: C1CC(=O)NC(=O)C1N2C(=O)C3=CC=CC=C3C2=O. Cell line: MDA-MB-231. Synergy scores: CSS=-4.00, Synergy_ZIP=5.92, Synergy_Bliss=2.20, Synergy_Loewe=-10.5, Synergy_HSA=-8.87. (3) Drug 1: CC1=C(C=C(C=C1)C(=O)NC2=CC(=CC(=C2)C(F)(F)F)N3C=C(N=C3)C)NC4=NC=CC(=N4)C5=CN=CC=C5. Drug 2: CC=C1C(=O)NC(C(=O)OC2CC(=O)NC(C(=O)NC(CSSCCC=C2)C(=O)N1)C(C)C)C(C)C. Cell line: RXF 393. Synergy scores: CSS=44.7, Synergy_ZIP=0.488, Synergy_Bliss=3.13, Synergy_Loewe=-67.1, Synergy_HSA=1.21. (4) Drug 1: CC12CCC(CC1=CCC3C2CCC4(C3CC=C4C5=CN=CC=C5)C)O. Drug 2: CC1=C(C=C(C=C1)NC2=NC=CC(=N2)N(C)C3=CC4=NN(C(=C4C=C3)C)C)S(=O)(=O)N.Cl. Cell line: TK-10. Synergy scores: CSS=15.6, Synergy_ZIP=7.30, Synergy_Bliss=13.0, Synergy_Loewe=10.4, Synergy_HSA=11.7. (5) Drug 1: CC1CCC2CC(C(=CC=CC=CC(CC(C(=O)C(C(C(=CC(C(=O)CC(OC(=O)C3CCCCN3C(=O)C(=O)C1(O2)O)C(C)CC4CCC(C(C4)OC)OCCO)C)C)O)OC)C)C)C)OC. Drug 2: C1CC(=O)NC(=O)C1N2C(=O)C3=CC=CC=C3C2=O. Cell line: EKVX. Synergy scores: CSS=5.34, Synergy_ZIP=-4.57, Synergy_Bliss=-4.52, Synergy_Loewe=-36.1, Synergy_HSA=-5.59. (6) Drug 1: C1CC(C1)(C(=O)O)C(=O)O.[NH2-].[NH2-].[Pt+2]. Drug 2: CC1=C(N=C(N=C1N)C(CC(=O)N)NCC(C(=O)N)N)C(=O)NC(C(C2=CN=CN2)OC3C(C(C(C(O3)CO)O)O)OC4C(C(C(C(O4)CO)O)OC(=O)N)O)C(=O)NC(C)C(C(C)C(=O)NC(C(C)O)C(=O)NCCC5=NC(=CS5)C6=NC(=CS6)C(=O)NCCC[S+](C)C)O. Cell line: SNB-75. Synergy scores: CSS=16.1, Synergy_ZIP=-6.66, Synergy_Bliss=-1.74, Synergy_Loewe=-11.8, Synergy_HSA=-0.842. (7) Synergy scores: CSS=0.736, Synergy_ZIP=2.52, Synergy_Bliss=5.91, Synergy_Loewe=0.203, Synergy_HSA=0.534. Drug 2: C1CNP(=O)(OC1)N(CCCl)CCCl. Cell line: MDA-MB-435. Drug 1: C1=CN(C=N1)CC(O)(P(=O)(O)O)P(=O)(O)O.